Dataset: Clinical trial toxicity outcomes and FDA approval status for drugs. Task: Regression/Classification. Given a drug SMILES string, predict its toxicity properties. Task type varies by dataset: regression for continuous values (e.g., LD50, hERG inhibition percentage) or binary classification for toxic/non-toxic outcomes (e.g., AMES mutagenicity, cardiotoxicity, hepatotoxicity). Dataset: clintox. (1) The molecule is CC(C)[NH2+]CC(O)COc1ccc(CCOCC2CC2)cc1. The result is 0 (passed clinical trial). (2) The drug is CC(C)(C)c1ccc(C[NH+]2CCN(C(c3ccccc3)c3ccc(Cl)cc3)CC2)cc1. The result is 0 (passed clinical trial).